From a dataset of Reaction yield outcomes from USPTO patents with 853,638 reactions. Predict the reaction yield, written as a fraction of the theoretical maximum amount of product (1.0 means a 100% yield; for example, 0.34 means a 34% yield). (1) The reactants are [C:1](Cl)(=[O:15])[O:2][C:3]1[CH:8]=[CH:7][CH:6]=[CH:5][C:4]=1[C:9]1[CH:14]=[CH:13][CH:12]=[CH:11][CH:10]=1.[N:17]12[CH2:25][CH2:24][CH:21]([CH2:22][CH2:23]1)[NH:20][CH2:19][CH2:18]2. No catalyst specified. The product is [N:17]12[CH2:25][CH2:24][CH:21]([CH2:22][CH2:23]1)[N:20]([C:1]([O:2][C:3]1[CH:8]=[CH:7][CH:6]=[CH:5][C:4]=1[C:9]1[CH:14]=[CH:13][CH:12]=[CH:11][CH:10]=1)=[O:15])[CH2:19][CH2:18]2. The yield is 0.150. (2) The reactants are [CH3:1][C:2]1[N:6]2[C:7]3[CH:13]=[C:12]([C:14]([OH:16])=[O:15])[N:11](S(C4C=CC=CC=4)(=O)=O)[C:8]=3[CH:9]=[CH:10][C:5]2=[N:4][N:3]=1.[OH-].[Na+].C([O-])([O-])=O.[K+].[K+].[CH2:34](Br)[C:35]1[CH:40]=[CH:39][CH:38]=[CH:37][CH:36]=1. The catalyst is C1COCC1.CO.O. The product is [CH2:34]([N:11]1[C:8]2[CH:9]=[CH:10][C:5]3[N:6]([C:2]([CH3:1])=[N:3][N:4]=3)[C:7]=2[CH:13]=[C:12]1[C:14]([OH:16])=[O:15])[C:35]1[CH:40]=[CH:39][CH:38]=[CH:37][CH:36]=1. The yield is 0.370.